This data is from Forward reaction prediction with 1.9M reactions from USPTO patents (1976-2016). The task is: Predict the product of the given reaction. Given the reactants C([N-]C(C)C)(C)C.[Li+].CO[CH:11](OC)[CH2:12][CH2:13][C:14]#[N:15].[CH3:18][O:19][C:20]1[CH:21]=[C:22]([CH:25]=[C:26]([O:30][CH3:31])[C:27]=1[O:28][CH3:29])[CH:23]=O.[Cl-].[NH4+], predict the reaction product. The product is: [CH3:18][O:19][C:20]1[C:27]([O:28][CH3:29])=[C:26]([O:30][CH3:31])[CH:25]=[C:22]2[C:21]=1[CH:11]=[CH:12][C:13]([C:14]#[N:15])=[CH:23]2.